Dataset: Full USPTO retrosynthesis dataset with 1.9M reactions from patents (1976-2016). Task: Predict the reactants needed to synthesize the given product. (1) Given the product [NH:23]1[C:31]2[C:26](=[CH:27][CH:28]=[CH:29][CH:30]=2)[CH:25]=[C:24]1[C:32]1[C:33]([O:42][CH3:43])=[CH:34][C:35]([O:40][CH3:41])=[C:36](/[CH:37]=[CH:2]/[C:1]([C:4]2[CH:5]=[CH:6][C:7]([S:10]([NH:13][C:14]3[CH:19]=[CH:18][CH:17]=[CH:16][N:15]=3)(=[O:12])=[O:11])=[CH:8][CH:9]=2)=[O:3])[CH:39]=1, predict the reactants needed to synthesize it. The reactants are: [C:1]([C:4]1[CH:9]=[CH:8][C:7]([S:10]([NH:13][C:14]2[CH:19]=[CH:18][CH:17]=[CH:16][N:15]=2)(=[O:12])=[O:11])=[CH:6][CH:5]=1)(=[O:3])[CH3:2].C([N:23]1[C:31]2[C:26](=[CH:27][CH:28]=[CH:29][CH:30]=2)[CH:25]=[C:24]1[C:32]1[C:33]([O:42][CH3:43])=[CH:34][C:35]([O:40][CH3:41])=[C:36]([CH:39]=1)[CH:37]=O)(=O)C.N1C2C(=CC=CC=2)C=C1C1C(OC)=CC(OC)=C(C=1)C=O. (2) Given the product [NH2:11][C:10]1[CH:12]=[CH:13][C:14]([S:1][C:2]#[N:3])=[C:8]([Cl:7])[C:9]=1[CH3:15], predict the reactants needed to synthesize it. The reactants are: [S-:1][C:2]#[N:3].[NH4+].II.[Cl:7][C:8]1[C:9]([CH3:15])=[C:10]([CH:12]=[CH:13][CH:14]=1)[NH2:11].O. (3) Given the product [CH2:12]([O:11][CH2:10][C@@H:9]1[N:8]([C:6]([O:5][C:1]([CH3:2])([CH3:3])[CH3:4])=[O:7])[CH:24]=[CH:25][N:26]([CH2:27][C:28]2[CH:29]=[CH:30][C:31]([N:34]3[CH:38]=[CH:37][N:36]=[CH:35]3)=[CH:32][CH:33]=2)[C:19]1=[O:21])[C:13]1[CH:14]=[CH:15][CH:16]=[CH:17][CH:18]=1, predict the reactants needed to synthesize it. The reactants are: [C:1]([O:5][C:6]([NH:8][C@H:9]([C:19]([OH:21])=O)[CH2:10][O:11][CH2:12][C:13]1[CH:18]=[CH:17][CH:16]=[CH:15][CH:14]=1)=[O:7])([CH3:4])([CH3:3])[CH3:2].CO[CH:24](OC)[CH2:25][NH:26][CH2:27][C:28]1[CH:33]=[CH:32][C:31]([N:34]2[CH:38]=[CH:37][N:36]=[CH:35]2)=[CH:30][CH:29]=1.C1C=CC2N(O)N=NC=2C=1.CCN=C=NCCCN(C)C.Cl. (4) Given the product [F:1][C:2]1[CH:10]=[C:9]2[C:5]([CH2:6][CH2:7][CH:8]2[NH:11][C:12]2[CH:21]=[CH:20][C:19]3[C:14](=[CH:15][CH:16]=[C:17]([NH:22][C:27]([NH:26][CH:23]([CH3:25])[CH3:24])=[O:28])[CH:18]=3)[N:13]=2)=[CH:4][CH:3]=1, predict the reactants needed to synthesize it. The reactants are: [F:1][C:2]1[CH:10]=[C:9]2[C:5]([CH2:6][CH2:7][CH:8]2[NH:11][C:12]2[CH:21]=[CH:20][C:19]3[C:14](=[CH:15][CH:16]=[C:17]([NH2:22])[CH:18]=3)[N:13]=2)=[CH:4][CH:3]=1.[CH:23]([N:26]=[C:27]=[O:28])([CH3:25])[CH3:24]. (5) Given the product [CH3:27][O:28][C:29]1[CH:34]=[C:33]([O:35][CH3:36])[N:32]=[C:31]([N:37]2[CH2:38][CH2:39][N:40]([CH2:12][CH2:13][CH2:14][CH2:15][C:16]3[C:24]4[C:19](=[CH:20][CH:21]=[C:22]([C:25]#[N:26])[CH:23]=4)[NH:18][CH:17]=3)[CH2:41][CH2:42]2)[N:30]=1, predict the reactants needed to synthesize it. The reactants are: CC1C=CC(S(O[CH2:12][CH2:13][CH2:14][CH2:15][C:16]2[C:24]3[C:19](=[CH:20][CH:21]=[C:22]([C:25]#[N:26])[CH:23]=3)[NH:18][CH:17]=2)(=O)=O)=CC=1.[CH3:27][O:28][C:29]1[CH:34]=[C:33]([O:35][CH3:36])[N:32]=[C:31]([N:37]2[CH2:42][CH2:41][NH:40][CH2:39][CH2:38]2)[N:30]=1.C(=O)([O-])[O-].[K+].[K+].[I-].[K+]. (6) Given the product [OH:1][C:2]([C:7]1[CH:8]=[C:9]2[C:32](=[CH:33][CH:34]=1)[C:13]1=[N:14][O:15][C:16]([C:17]3[C:21]([C:22]([F:23])([F:25])[F:24])=[C:20]([C:26]4[CH:31]=[CH:30][CH:29]=[CH:28][CH:27]=4)[O:19][N:18]=3)=[C:12]1[CH2:11][CH2:10]2)([CH3:6])[C:3]([NH:35][CH2:36][CH2:37][OH:38])=[O:5], predict the reactants needed to synthesize it. The reactants are: [OH:1][C:2]([C:7]1[CH:8]=[C:9]2[C:32](=[CH:33][CH:34]=1)[C:13]1=[N:14][O:15][C:16]([C:17]3[C:21]([C:22]([F:25])([F:24])[F:23])=[C:20]([C:26]4[CH:31]=[CH:30][CH:29]=[CH:28][CH:27]=4)[O:19][N:18]=3)=[C:12]1[CH2:11][CH2:10]2)([CH3:6])[C:3]([OH:5])=O.[NH2:35][CH2:36][CH2:37][OH:38].F[P-](F)(F)(F)(F)F.N1(O[P+](N(C)C)(N(C)C)N(C)C)C2C=CC=CC=2N=N1.CN1CCOCC1. (7) Given the product [CH2:12]([O:8][C:4]1[C:3]([N+:9]([O-:11])=[O:10])=[C:2]([Cl:1])[CH:7]=[CH:6][N:5]=1)[C:13]1[CH:18]=[CH:17][CH:16]=[CH:15][CH:14]=1, predict the reactants needed to synthesize it. The reactants are: [Cl:1][C:2]1[CH:7]=[CH:6][N:5]=[C:4]([OH:8])[C:3]=1[N+:9]([O-:11])=[O:10].[CH2:12](Br)[C:13]1[CH:18]=[CH:17][CH:16]=[CH:15][CH:14]=1.